Dataset: Catalyst prediction with 721,799 reactions and 888 catalyst types from USPTO. Task: Predict which catalyst facilitates the given reaction. (1) Product: [C:1]([C:5]1[CH:26]=[CH:25][C:8]([C:9]([N:11]([C@@H:12]2[CH2:17][CH2:16][CH2:15][N:14]([C:18]([O:20][C:21]([CH3:24])([CH3:23])[CH3:22])=[O:19])[CH2:13]2)[CH3:30])=[O:10])=[CH:7][CH:6]=1)([CH3:4])([CH3:2])[CH3:3]. Reactant: [C:1]([C:5]1[CH:26]=[CH:25][C:8]([C:9]([NH:11][C@@H:12]2[CH2:17][CH2:16][CH2:15][N:14]([C:18]([O:20][C:21]([CH3:24])([CH3:23])[CH3:22])=[O:19])[CH2:13]2)=[O:10])=[CH:7][CH:6]=1)([CH3:4])([CH3:3])[CH3:2].[H-].[Na+].I[CH3:30]. The catalyst class is: 31. (2) Reactant: [NH2:1][C:2]1[C:10]([CH3:11])=[CH:9][CH:8]=[CH:7][C:3]=1[C:4]([OH:6])=[O:5].[I:12]N1C(=O)CCC1=O. Product: [NH2:1][C:2]1[C:10]([CH3:11])=[CH:9][C:8]([I:12])=[CH:7][C:3]=1[C:4]([OH:6])=[O:5]. The catalyst class is: 35. (3) Reactant: [C:1]12([CH2:11][C:12]([NH:14][C:15]3[CH:24]=[CH:23][CH:22]=[C:21]4[C:16]=3[CH:17]=[CH:18][C:19]([C:25]#[C:26][CH2:27][N:28]([CH2:36][CH2:37][CH2:38][OH:39])[C:29](=[O:35])[O:30][C:31]([CH3:34])([CH3:33])[CH3:32])=[N:20]4)=[O:13])[CH2:10][CH:5]3[CH2:6][CH:7]([CH2:9][CH:3]([CH2:4]3)[CH2:2]1)[CH2:8]2.[H][H]. Product: [C:1]12([CH2:11][C:12]([NH:14][C:15]3[CH:24]=[CH:23][CH:22]=[C:21]4[C:16]=3[CH:17]=[CH:18][C:19]([CH2:25][CH2:26][CH2:27][N:28]([CH2:36][CH2:37][CH2:38][OH:39])[C:29](=[O:35])[O:30][C:31]([CH3:34])([CH3:33])[CH3:32])=[N:20]4)=[O:13])[CH2:2][CH:3]3[CH2:9][CH:7]([CH2:6][CH:5]([CH2:4]3)[CH2:10]1)[CH2:8]2. The catalyst class is: 29. (4) Reactant: [CH3:1][O:2][C:3]1[CH:4]=[C:5]([C:15]([NH:17][NH:18]C(OC(C)(C)C)=O)=[O:16])[CH:6]=[CH:7][C:8]=1[N:9]1[CH:13]=[N:12][C:11]([CH3:14])=[N:10]1.[ClH:26]. Product: [ClH:26].[ClH:26].[CH3:1][O:2][C:3]1[CH:4]=[C:5]([CH:6]=[CH:7][C:8]=1[N:9]1[CH:13]=[N:12][C:11]([CH3:14])=[N:10]1)[C:15]([NH:17][NH2:18])=[O:16]. The catalyst class is: 5. (5) Reactant: [O:1]1[CH2:5][CH2:4][CH2:3][CH:2]1[CH2:6][O:7][C:8]1[N:16]=[C:15]2[C:11]([N:12]=[CH:13][N:14]2[CH:17]2[CH2:22][CH2:21][CH2:20][CH2:19][O:18]2)=[C:10]([NH2:23])[N:9]=1.[Br:24]N1C(=O)CCC1=O. Product: [Br:24][C:13]1[N:14]([CH:17]2[CH2:22][CH2:21][CH2:20][CH2:19][O:18]2)[C:15]2[C:11]([N:12]=1)=[C:10]([NH2:23])[N:9]=[C:8]([O:7][CH2:6][CH:2]1[CH2:3][CH2:4][CH2:5][O:1]1)[N:16]=2. The catalyst class is: 22. (6) Reactant: OC[C@@H](N(C[C@H](O)COC1C=CC=CC=1)C(=O)OC(C)(C)C)CC1C=CC([NH:11][C:12]([C:14]2[N:15]([CH3:19])[CH:16]=[CH:17][CH:18]=2)=[O:13])=CC=1.[ClH:39]. Product: [ClH:39].[CH3:19][N:15]1[CH:16]=[CH:17][CH:18]=[C:14]1[C:12]([NH2:11])=[O:13]. The catalyst class is: 8. (7) Reactant: [C:1]([C:4]1[C:12]2[C:7](=[CH:8][C:9]([C:13](=[O:18])[CH2:14][S:15]([CH3:17])=[O:16])=[CH:10][CH:11]=2)[N:6]([CH2:19][C:20]([OH:22])=O)[CH:5]=1)(=[O:3])[CH3:2].Cl.[Cl:24][C:25]1[C:26]([F:41])=[C:27]([CH:38]=[CH:39][CH:40]=1)[CH2:28][NH:29][C:30]([C@@H:32]1[CH2:36][C@@H:35]([F:37])[CH2:34][NH:33]1)=[O:31].CN(C(ON1N=NC2C=CC=NC1=2)=[N+](C)C)C.F[P-](F)(F)(F)(F)F.CCN(C(C)C)C(C)C. Product: [C:1]([C:4]1[C:12]2[C:7](=[CH:8][C:9]([C:13](=[O:18])[CH2:14][S:15]([CH3:17])=[O:16])=[CH:10][CH:11]=2)[N:6]([CH2:19][C:20]([N:33]2[CH2:34][C@H:35]([F:37])[CH2:36][C@H:32]2[C:30]([NH:29][CH2:28][C:27]2[CH:38]=[CH:39][CH:40]=[C:25]([Cl:24])[C:26]=2[F:41])=[O:31])=[O:22])[CH:5]=1)(=[O:3])[CH3:2]. The catalyst class is: 18. (8) Reactant: Cl.[C:2]([OH:8])([C:4](F)(F)F)=O.[CH3:9][O:10][C:11]([NH:13][C@@H:14]([CH:58]([CH3:60])[CH3:59])[C:15]([N:17]1[C@H:22]([C:23]2[NH:24][C:25]([C:28]#[C:29][C:30]3[CH:31]=[C:32]4[C:37](=[CH:38][CH:39]=3)[CH:36]=[C:35]([C:40]3[NH:44][C:43]([C@@H:45]5[CH2:50][C@@H:49]6[C@@H:47]([CH2:48]6)[N:46]5C(OC(C)(C)C)=O)=[N:42][CH:41]=3)[CH:34]=[CH:33]4)=[CH:26][N:27]=2)[CH2:21][C@@H:20]2[C@H:18]1[CH2:19]2)=[O:16])=[O:12].[CH3:61][O:62][C:63]([NH:65][C@@H:66]([C@@H:70]1[CH2:75]CCO[CH2:71]1)[C:67]([OH:69])=O)=[O:64].CCN(C(C)C)C(C)C.CN(C(ON1N=NC2C=CC=NC1=2)=[N+](C)C)C.F[P-](F)(F)(F)(F)F. Product: [CH3:9][O:10][C:11]([NH:13][C@@H:14]([CH:58]([CH3:60])[CH3:59])[C:15]([N:17]1[C@H:22]([C:23]2[NH:27][CH:26]=[C:25]([C:28]#[C:29][C:30]3[CH:31]=[C:32]4[C:37](=[CH:38][CH:39]=3)[CH:36]=[C:35]([C:40]3[N:44]=[C:43]([C@@H:45]5[CH2:50][C@@H:49]6[C@@H:47]([CH2:48]6)[N:46]5[C:67](=[O:69])[C@@H:66]([NH:65][C:63](=[O:64])[O:62][CH3:61])[C@@H:70]5[CH2:71][CH2:4][CH2:2][O:8][CH2:75]5)[NH:42][CH:41]=3)[CH:34]=[CH:33]4)[N:24]=2)[CH2:21][C@@H:20]2[C@H:18]1[CH2:19]2)=[O:16])=[O:12]. The catalyst class is: 887.